This data is from Reaction yield outcomes from USPTO patents with 853,638 reactions. The task is: Predict the reaction yield, written as a fraction of the theoretical maximum amount of product (1.0 means a 100% yield; for example, 0.34 means a 34% yield). (1) The reactants are [OH-].[K+].[CH2:3]([S:5]([C:8]1[CH:9]=[C:10]2[C:15](=[CH:16][C:17]=1[O:18][CH3:19])[N:14]=[C:13]([C:20]1[CH:25]=[CH:24][CH:23]=[C:22]([C:26]([F:29])([F:28])[F:27])[CH:21]=1)[C:12]([CH2:30][N:31]1[CH2:36][CH2:35][CH:34]([N:37]3[CH2:42][CH2:41][O:40][CH2:39][CH2:38]3)[CH2:33][CH2:32]1)=[C:11]2[C:43]([O:45]C)=[O:44])(=[O:7])=[O:6])[CH3:4].[K]. The catalyst is CO.O. The product is [CH2:3]([S:5]([C:8]1[CH:9]=[C:10]2[C:15](=[CH:16][C:17]=1[O:18][CH3:19])[N:14]=[C:13]([C:20]1[CH:25]=[CH:24][CH:23]=[C:22]([C:26]([F:29])([F:28])[F:27])[CH:21]=1)[C:12]([CH2:30][N:31]1[CH2:36][CH2:35][CH:34]([N:37]3[CH2:38][CH2:39][O:40][CH2:41][CH2:42]3)[CH2:33][CH2:32]1)=[C:11]2[C:43]([OH:45])=[O:44])(=[O:7])=[O:6])[CH3:4]. The yield is 0.960. (2) The reactants are [F:1][C:2]1[CH:3]=[C:4]([C@H:8]2[CH2:12][CH2:11][CH2:10][N:9]2[C:13]2[CH:18]=[CH:17][N:16]3[N:19]=[CH:20][C:21]([C:22]([OH:24])=O)=[C:15]3[N:14]=2)[CH:5]=[N:6][CH:7]=1.[O:25]1[CH2:30][CH2:29][CH:28]([NH2:31])[CH2:27][CH2:26]1. No catalyst specified. The product is [F:1][C:2]1[CH:3]=[C:4]([C@H:8]2[CH2:12][CH2:11][CH2:10][N:9]2[C:13]2[CH:18]=[CH:17][N:16]3[N:19]=[CH:20][C:21]([C:22]([NH:31][CH:28]4[CH2:29][CH2:30][O:25][CH2:26][CH2:27]4)=[O:24])=[C:15]3[N:14]=2)[CH:5]=[N:6][CH:7]=1. The yield is 0.900. (3) The reactants are [Cl:1][C:2]1[CH:7]=[CH:6][C:5]([NH:8][C@H:9]2[C:18]3[C:13](=[CH:14][CH:15]=[CH:16][CH:17]=3)[N:12]([C:19]([C:21]3[CH:26]=[CH:25][C:24]([F:27])=[CH:23][CH:22]=3)=[O:20])[C@@H:11]([CH3:28])[CH2:10]2)=[CH:4][CH:3]=1.C(N(C(C)C)CC)(C)C.[C:38](Cl)(=[O:40])[CH3:39]. No catalyst specified. The product is [Cl:1][C:2]1[CH:7]=[CH:6][C:5]([N:8]([CH:9]2[C:18]3[C:13](=[CH:14][CH:15]=[CH:16][CH:17]=3)[N:12]([C:19](=[O:20])[C:21]3[CH:22]=[CH:23][C:24]([F:27])=[CH:25][CH:26]=3)[CH:11]([CH3:28])[CH2:10]2)[C:38](=[O:40])[CH3:39])=[CH:4][CH:3]=1. The yield is 0.710. (4) The reactants are [C:1](OC(=O)C)(=[O:3])[CH3:2].[NH:8]1[C:16]2[C:11](=[CH:12][C:13]([O:17][C:18]3[CH:24]=[CH:23][CH:22]=[CH:21][C:19]=3[NH2:20])=[CH:14][CH:15]=2)[CH:10]=[N:9]1.C(=O)([O-])O.[Na+]. The catalyst is N1C=CC=CC=1. The product is [NH:8]1[C:16]2[C:11](=[CH:12][C:13]([O:17][C:18]3[CH:24]=[CH:23][CH:22]=[CH:21][C:19]=3[NH:20][C:1](=[O:3])[CH3:2])=[CH:14][CH:15]=2)[CH:10]=[N:9]1. The yield is 0.790. (5) The reactants are Cl[C:2]1[N:3]=[C:4]2[C:9](=[CH:10][CH:11]=1)[N:8]=[CH:7][C:6]1[CH:12]=[CH:13][C:14](=[O:26])[N:15]([C:16]3[CH:21]=[CH:20][CH:19]=[C:18]([C:22]([F:25])([F:24])[F:23])[CH:17]=3)[C:5]2=1.CC1(C)C(C)(C)OB([C:35]2[C:43]3[C:38](=[N:39][CH:40]=[CH:41][CH:42]=3)[N:37]([C:44]([O:46][C:47]([CH3:50])([CH3:49])[CH3:48])=[O:45])[CH:36]=2)O1.C(=O)([O-])[O-].[Na+].[Na+]. The catalyst is C1(C)C=CC=CC=1.C(O)C.C1(P(C2C=CC=CC=2)C2C=CC=CC=2)C=CC=CC=1.C1(P(C2C=CC=CC=2)C2C=CC=CC=2)C=CC=CC=1.C1(P(C2C=CC=CC=2)C2C=CC=CC=2)C=CC=CC=1.C1(P(C2C=CC=CC=2)C2C=CC=CC=2)C=CC=CC=1.[Pd]. The product is [O:26]=[C:14]1[N:15]([C:16]2[CH:21]=[CH:20][CH:19]=[C:18]([C:22]([F:25])([F:24])[F:23])[CH:17]=2)[C:5]2[C:4]3[C:9](=[CH:10][CH:11]=[C:2]([C:35]4[C:43]5[C:38](=[N:39][CH:40]=[CH:41][CH:42]=5)[N:37]([C:44]([O:46][C:47]([CH3:50])([CH3:49])[CH3:48])=[O:45])[CH:36]=4)[N:3]=3)[N:8]=[CH:7][C:6]=2[CH:12]=[CH:13]1. The yield is 0.952. (6) The reactants are [Cl:1][C:2]1[CH:8]=[CH:7][C:5]([OH:6])=[CH:4][C:3]=1[OH:9].F[C:11](F)(F)[C:12]([OH:14])=O.[CH2:17]([O:19][C:20](=[O:22])[CH3:21])[CH3:18].[CH3:23]O. No catalyst specified. The product is [C:20]([O:19][CH2:17][CH2:18][C:11]1[C:12](=[O:14])[O:6][C:5]2[C:7]([CH:23]=1)=[CH:8][C:2]([Cl:1])=[C:3]([OH:9])[CH:4]=2)(=[O:22])[CH3:21]. The yield is 0.460. (7) The reactants are C([Si](C)(C)[O:6][CH2:7][C@@H:8]1[C@@H:13]([O:14][CH2:15][C:16]2[CH:21]=[CH:20][CH:19]=[CH:18][CH:17]=2)[C@H:12]([O:22][CH2:23][C:24]2[CH:29]=[CH:28][CH:27]=[CH:26][CH:25]=2)[C@@H:11]([O:30][CH2:31][C:32]2[CH:37]=[CH:36][CH:35]=[CH:34][CH:33]=2)[C:10]([C:40]2[CH:45]=[CH:44][C:43]([Cl:46])=[C:42]([CH2:47][C:48]3[CH:57]=[CH:56][C:51]4[O:52][CH2:53][CH2:54][O:55][C:50]=4[CH:49]=3)[CH:41]=2)([O:38][CH3:39])[O:9]1)(C)(C)C.C(Cl)(=O)C. The catalyst is CO. The product is [CH2:15]([O:14][C@H:13]1[C@H:12]([O:22][CH2:23][C:24]2[CH:25]=[CH:26][CH:27]=[CH:28][CH:29]=2)[C@@H:11]([O:30][CH2:31][C:32]2[CH:37]=[CH:36][CH:35]=[CH:34][CH:33]=2)[C:10]([C:40]2[CH:45]=[CH:44][C:43]([Cl:46])=[C:42]([CH2:47][C:48]3[CH:57]=[CH:56][C:51]4[O:52][CH2:53][CH2:54][O:55][C:50]=4[CH:49]=3)[CH:41]=2)([O:38][CH3:39])[O:9][C@@H:8]1[CH2:7][OH:6])[C:16]1[CH:21]=[CH:20][CH:19]=[CH:18][CH:17]=1. The yield is 0.737. (8) The product is [CH3:29][N:27]1[CH:28]=[C:23]([C:9]2[CH:14]=[CH:13][N:12]=[C:11]([NH:15][C:16]([CH:18]3[CH2:19][CH2:20]3)=[O:17])[CH:10]=2)[C:24]2[O:33][C:32]([CH2:34][N:35]3[CH2:40][CH2:39][N:38]([S:41]([CH3:44])(=[O:43])=[O:42])[CH2:37][C@H:36]3[CH3:45])=[CH:31][C:25]=2[C:26]1=[O:30]. The catalyst is C(OCC)(=O)C.O.C1C=CC([P]([Pd]([P](C2C=CC=CC=2)(C2C=CC=CC=2)C2C=CC=CC=2)([P](C2C=CC=CC=2)(C2C=CC=CC=2)C2C=CC=CC=2)[P](C2C=CC=CC=2)(C2C=CC=CC=2)C2C=CC=CC=2)(C2C=CC=CC=2)C2C=CC=CC=2)=CC=1. The yield is 0.670. The reactants are CC1(C)C(C)(C)OB([C:9]2[CH:14]=[CH:13][N:12]=[C:11]([NH:15][C:16]([CH:18]3[CH2:20][CH2:19]3)=[O:17])[CH:10]=2)O1.Br[C:23]1[C:24]2[O:33][C:32]([CH2:34][N:35]3[CH2:40][CH2:39][N:38]([S:41]([CH3:44])(=[O:43])=[O:42])[CH2:37][C@H:36]3[CH3:45])=[CH:31][C:25]=2[C:26](=[O:30])[N:27]([CH3:29])[CH:28]=1.C(=O)([O-])[O-].[Na+].[Na+]. (9) The reactants are [C:1]([C:5]1[CH:6]=[C:7]2[C:12](=[C:13]([F:15])[CH:14]=1)[C:11](=[O:16])[N:10]([C:17]1[N:24]=[CH:23][CH:22]=[C:21]([C:25]3[CH:30]=[C:29]([NH:31][C:32]4[CH:37]=[CH:36][C:35]([N:38]5[CH2:43][CH2:42][N:41]([CH:44]6[CH2:47][O:46][CH2:45]6)[CH2:40][C@H:39]5[CH3:48])=[CH:34][N:33]=4)[C:28](=[O:49])[N:27]([CH3:50])[CH:26]=3)[C:18]=1[CH:19]=[O:20])[N:9]=[CH:8]2)([CH3:4])([CH3:3])[CH3:2].[BH4-].[Na+]. The catalyst is CO. The product is [C:1]([C:5]1[CH:6]=[C:7]2[C:12](=[C:13]([F:15])[CH:14]=1)[C:11](=[O:16])[N:10]([C:17]1[C:18]([CH2:19][OH:20])=[C:21]([C:25]3[CH:30]=[C:29]([NH:31][C:32]4[CH:37]=[CH:36][C:35]([N:38]5[CH2:43][CH2:42][N:41]([CH:44]6[CH2:47][O:46][CH2:45]6)[CH2:40][C@H:39]5[CH3:48])=[CH:34][N:33]=4)[C:28](=[O:49])[N:27]([CH3:50])[CH:26]=3)[CH:22]=[CH:23][N:24]=1)[N:9]=[CH:8]2)([CH3:3])([CH3:2])[CH3:4]. The yield is 0.0800.